Dataset: Full USPTO retrosynthesis dataset with 1.9M reactions from patents (1976-2016). Task: Predict the reactants needed to synthesize the given product. (1) Given the product [N:22]1([CH2:21][CH2:20][O:19][C:18]2[CH:28]=[CH:29][C:15]([C:43]3[CH:44]=[C:45]4[C:51]([C:52]([O:54][CH3:55])=[O:53])=[CH:50][NH:49][C:46]4=[N:47][CH:48]=3)=[CH:16][CH:17]=2)[CH2:27][CH2:26][O:25][CH2:24][CH2:23]1, predict the reactants needed to synthesize it. The reactants are: B(OC(C)C)(OC(C)C)OC(C)C.Br[C:15]1[CH:29]=[CH:28][C:18]([O:19][CH2:20][CH2:21][N:22]2[CH2:27][CH2:26][O:25][CH2:24][CH2:23]2)=[CH:17][CH:16]=1.C([Li])CCC.Cl.C(=O)([O-])[O-].[Na+].[Na+].Br[C:43]1[CH:44]=[C:45]2[C:51]([C:52]([O:54][CH3:55])=[O:53])=[CH:50][NH:49][C:46]2=[N:47][CH:48]=1. (2) Given the product [O:42]1[C:10]([CH:13]=[CH:14][C:15]23[NH:21][CH:18]([CH2:17][CH2:16]2)[CH2:19][CH2:20]3)=[CH:11][CH:12]=[N:43]1, predict the reactants needed to synthesize it. The reactants are: N12CC(CC1)CC2.O1[CH:12]=[CH:11][C:10]([CH:13]=[CH:14][C:15]23[NH:21][CH:18]([CH2:19][CH2:20]2)[CH2:17][CH2:16]3)=N1.CN1C2CC(CC1CC2)=O.[H-].C([Al+]CC(C)C)C(C)C.[O:42]1C(CP(=O)(OCC)OCC)=CC=[N:43]1.